From a dataset of Peptide-MHC class I binding affinity with 185,985 pairs from IEDB/IMGT. Regression. Given a peptide amino acid sequence and an MHC pseudo amino acid sequence, predict their binding affinity value. This is MHC class I binding data. (1) The peptide sequence is VRFPNITNL. The MHC is HLA-A01:01 with pseudo-sequence HLA-A01:01. The binding affinity (normalized) is 0.0847. (2) The peptide sequence is NYPASLHKF. The MHC is HLA-A23:01 with pseudo-sequence HLA-A23:01. The binding affinity (normalized) is 0.874. (3) The peptide sequence is VLSRKYTSF. The MHC is Patr-A0701 with pseudo-sequence Patr-A0701. The binding affinity (normalized) is 0. (4) The peptide sequence is KRFLNGAKY. The MHC is HLA-A69:01 with pseudo-sequence HLA-A69:01. The binding affinity (normalized) is 0.0847. (5) The peptide sequence is MIEPRTLQY. The MHC is HLA-A31:01 with pseudo-sequence HLA-A31:01. The binding affinity (normalized) is 0.0847. (6) The peptide sequence is GGKKKYKL. The MHC is HLA-B40:01 with pseudo-sequence HLA-B40:01. The binding affinity (normalized) is 0.